This data is from Reaction yield outcomes from USPTO patents with 853,638 reactions. The task is: Predict the reaction yield, written as a fraction of the theoretical maximum amount of product (1.0 means a 100% yield; for example, 0.34 means a 34% yield). (1) The reactants are [CH3:1][O:2][C:3]1[CH:4]=[C:5]([C:12]2[O:13][CH:14]=[C:15]([C:17]([O:19][CH3:20])=[O:18])[N:16]=2)[CH:6]=[CH:7][C:8]=1[N+:9]([O-])=O. The catalyst is [Pd].C(O)C. The product is [NH2:9][C:8]1[CH:7]=[CH:6][C:5]([C:12]2[O:13][CH:14]=[C:15]([C:17]([O:19][CH3:20])=[O:18])[N:16]=2)=[CH:4][C:3]=1[O:2][CH3:1]. The yield is 0.670. (2) The reactants are [CH:1]1([N:5]2[CH2:9][CH2:8][C@@H:7]([N:10]3[CH2:18][C:17]4[C:12](=[CH:13][CH:14]=[C:15]([C:19]5[CH:28]=[CH:27][C:22]([C:23]([O:25]C)=[O:24])=[CH:21][CH:20]=5)[CH:16]=4)[C:11]3=[O:29])[CH2:6]2)[CH2:4][CH2:3][CH2:2]1. The catalyst is CO. The product is [CH:1]1([N:5]2[CH2:9][CH2:8][C@@H:7]([N:10]3[CH2:18][C:17]4[C:12](=[CH:13][CH:14]=[C:15]([C:19]5[CH:20]=[CH:21][C:22]([C:23]([OH:25])=[O:24])=[CH:27][CH:28]=5)[CH:16]=4)[C:11]3=[O:29])[CH2:6]2)[CH2:2][CH2:3][CH2:4]1. The yield is 0.950. (3) The reactants are [Cl:1][C:2]1[CH:3]=[C:4]([CH:30]=[CH:31][CH:32]=1)[CH2:5][N:6]1[C:10]2=[C:11]([N:18]3[CH2:27][CH2:26][C:25]4[C:20](=[CH:21][CH:22]=[CH:23][CH:24]=4)[CH2:19]3)[N:12]=[C:13]([C:15](O)=[O:16])[CH:14]=[C:9]2[C:8]([CH3:28])=[C:7]1[CH3:29].[NH:33]1[CH2:38][CH2:37][S:36][CH2:35][CH2:34]1. No catalyst specified. The product is [ClH:1].[Cl:1][C:2]1[CH:3]=[C:4]([CH:30]=[CH:31][CH:32]=1)[CH2:5][N:6]1[C:10]2=[C:11]([N:18]3[CH2:27][CH2:26][C:25]4[C:20](=[CH:21][CH:22]=[CH:23][CH:24]=4)[CH2:19]3)[N:12]=[C:13]([C:15]([SH:36]3[CH2:37][CH2:38][NH:33][CH2:34][CH2:35]3)=[O:16])[CH:14]=[C:9]2[C:8]([CH3:28])=[C:7]1[CH3:29]. The yield is 0.690. (4) The reactants are [C:1]1([CH3:7])[CH:6]=[CH:5]C=[CH:3][CH:2]=1.CN1[CH:13]=[CH:12][N:11]=[CH:10]1.[N+](=[CH:16][C:17]([O:19][CH2:20][CH3:21])=[O:18])=[N-]. The catalyst is CCOC(C)=O. The product is [C:1]([C:12]1[N:11]=[CH:10][C:6]([C:1]2([CH2:2][CH3:3])[CH2:7][CH:16]2[C:17]([O:19][CH2:20][CH3:21])=[O:18])=[CH:5][CH:13]=1)([CH3:7])([CH3:6])[CH3:2]. The yield is 0.490.